The task is: Predict the reactants needed to synthesize the given product.. This data is from Full USPTO retrosynthesis dataset with 1.9M reactions from patents (1976-2016). (1) Given the product [C:1]([C:3]1[CH:8]=[CH:7][C:6]([CH:9]2[N:14]3[N:15]=[C:16]([C:18]([O:20][CH2:21][CH3:22])=[O:19])[N:17]=[C:13]3[N:12]([C:35]3[CH:34]=[CH:33][CH:32]=[C:31]([C:30]([F:41])([F:40])[F:29])[CH:36]=3)[C:11]([CH3:23])=[C:10]2[C:24]([O:26][CH2:27][CH3:28])=[O:25])=[CH:5][CH:4]=1)#[N:2], predict the reactants needed to synthesize it. The reactants are: [C:1]([C:3]1[CH:8]=[CH:7][C:6]([CH:9]2[N:14]3[N:15]=[C:16]([C:18]([O:20][CH2:21][CH3:22])=[O:19])[N:17]=[C:13]3[NH:12][C:11]([CH3:23])=[C:10]2[C:24]([O:26][CH2:27][CH3:28])=[O:25])=[CH:5][CH:4]=1)#[N:2].[F:29][C:30]([F:41])([F:40])[C:31]1[CH:32]=[C:33](B(O)O)[CH:34]=[CH:35][CH:36]=1.N1C=CC=CC=1.C(N(CC)CC)C. (2) Given the product [F:39][CH:40]([F:49])[C:41]([N:23]([CH2:22][CH2:21][CH2:20][N:18]([CH2:17][CH2:16][C@@:7]1([OH:15])[CH2:6][CH2:5][C:4]2[C:9](=[CH:10][CH:11]=[C:2]([F:1])[CH:3]=2)[C@@H:8]1[CH:12]([CH3:14])[CH3:13])[CH3:19])[CH2:24][C:25]([CH2:26][O:27][CH3:28])([CH3:29])[CH2:30][O:31][CH3:32])=[O:42], predict the reactants needed to synthesize it. The reactants are: [F:1][C:2]1[CH:3]=[C:4]2[C:9](=[CH:10][CH:11]=1)[C@H:8]([CH:12]([CH3:14])[CH3:13])[C@:7]([CH2:16][CH2:17][N:18]([CH2:20][CH2:21][CH2:22][NH:23][CH2:24][C:25]([CH2:30][O:31][CH3:32])([CH3:29])[CH2:26][O:27][CH3:28])[CH3:19])([OH:15])[CH2:6][CH2:5]2.N1C=CC=CC=1.[F:39][CH:40]([F:49])[C:41](O[C:41](=[O:42])[CH:40]([F:49])[F:39])=[O:42]. (3) Given the product [C:1]1([C@H:11]([NH:13][CH:14]2[CH2:17][NH:16][CH2:15]2)[CH3:12])[C:10]2[C:5](=[CH:6][CH:7]=[CH:8][CH:9]=2)[CH:4]=[CH:3][CH:2]=1, predict the reactants needed to synthesize it. The reactants are: [C:1]1([C@H:11]([NH:13][CH:14]2[CH2:17][N:16](C(OCC3C=CC=CC=3)=O)[CH2:15]2)[CH3:12])[C:10]2[C:5](=[CH:6][CH:7]=[CH:8][CH:9]=2)[CH:4]=[CH:3][CH:2]=1. (4) Given the product [Cl:1][C:2]1[N:7]=[CH:6][C:5]([C:8]2([OH:14])[CH2:9][CH2:10][N:11]([C:16]3[CH:17]=[CH:18][C:19]4[N:20]([C:22]([C:25]([F:26])([F:28])[F:27])=[N:23][N:24]=4)[N:21]=3)[CH2:12][CH2:13]2)=[CH:4][CH:3]=1, predict the reactants needed to synthesize it. The reactants are: [Cl:1][C:2]1[N:7]=[CH:6][C:5]([C:8]2([OH:14])[CH2:13][CH2:12][NH:11][CH2:10][CH2:9]2)=[CH:4][CH:3]=1.Cl[C:16]1[CH:17]=[CH:18][C:19]2[N:20]([C:22]([C:25]([F:28])([F:27])[F:26])=[N:23][N:24]=2)[N:21]=1. (5) Given the product [CH2:32]([O:26][C:25](=[O:27])[CH2:24][CH:21]1[CH2:20][CH2:19][N:18]([C:17]2[C:12]3[S:11][C:10]([CH3:29])=[C:9]([C:5]4[C:6]([CH3:8])=[CH:7][C:2]([Br:1])=[CH:3][C:4]=4[CH3:30])[C:13]=3[N:14]=[C:15]([CH3:28])[N:16]=2)[CH2:23][CH2:22]1)[CH3:33], predict the reactants needed to synthesize it. The reactants are: [Br:1][C:2]1[CH:7]=[C:6]([CH3:8])[C:5]([C:9]2[C:13]3[N:14]=[C:15]([CH3:28])[N:16]=[C:17]([N:18]4[CH2:23][CH2:22][CH:21]([CH2:24][C:25]([OH:27])=[O:26])[CH2:20][CH2:19]4)[C:12]=3[S:11][C:10]=2[CH3:29])=[C:4]([CH3:30])[CH:3]=1.I[CH2:32][CH3:33].C([O-])([O-])=O.[K+].[K+].O.